Task: Regression. Given two drug SMILES strings and cell line genomic features, predict the synergy score measuring deviation from expected non-interaction effect.. Dataset: NCI-60 drug combinations with 297,098 pairs across 59 cell lines Synergy scores: CSS=15.1, Synergy_ZIP=-1.46, Synergy_Bliss=1.73, Synergy_Loewe=-5.07, Synergy_HSA=-1.79. Drug 2: CCCCCOC(=O)NC1=NC(=O)N(C=C1F)C2C(C(C(O2)C)O)O. Drug 1: C1CCC(C1)C(CC#N)N2C=C(C=N2)C3=C4C=CNC4=NC=N3. Cell line: K-562.